This data is from Catalyst prediction with 721,799 reactions and 888 catalyst types from USPTO. The task is: Predict which catalyst facilitates the given reaction. (1) Reactant: [NH2:1][C:2]1[C:3]2[C:10]([C:11]3[CH:16]=[CH:15][CH:14]=[C:13]([O:17][CH2:18][C:19]4[CH:24]=[CH:23][CH:22]=[CH:21][CH:20]=4)[CH:12]=3)=[CH:9][N:8]([C@@H:25]3[CH2:30][CH2:29][C@H:28]([NH:31][C:32](=[O:35])[CH2:33]Cl)[CH2:27][CH2:26]3)[C:4]=2[N:5]=[CH:6][N:7]=1.[NH:36]1[CH2:41][CH2:40][CH2:39][CH2:38][CH2:37]1. Product: [NH2:1][C:2]1[C:3]2[C:10]([C:11]3[CH:16]=[CH:15][CH:14]=[C:13]([O:17][CH2:18][C:19]4[CH:24]=[CH:23][CH:22]=[CH:21][CH:20]=4)[CH:12]=3)=[CH:9][N:8]([C@@H:25]3[CH2:30][CH2:29][C@H:28]([NH:31][C:32](=[O:35])[CH2:33][N:36]4[CH2:41][CH2:40][CH2:39][CH2:38][CH2:37]4)[CH2:27][CH2:26]3)[C:4]=2[N:5]=[CH:6][N:7]=1. The catalyst class is: 8. (2) Reactant: [F:1][C:2]1([F:18])C(=O)[CH2:6][CH2:5][N:4]([C:9]2[CH:14]=[CH:13][C:12]([N+:15]([O-:17])=[O:16])=[CH:11][CH:10]=2)[CH2:3]1.[CH3:19][O:20][CH:21](OC)[O:22][CH3:23].O.C1(C)C=CC(S(O)(=O)=O)=CC=1. Product: [CH3:19][O:20][C:21]1([O:22][CH3:23])[CH2:6][CH2:5][N:4]([C:9]2[CH:14]=[CH:13][C:12]([N+:15]([O-:17])=[O:16])=[CH:11][CH:10]=2)[CH2:3][C:2]1([F:1])[F:18]. The catalyst class is: 5. (3) Reactant: Cl[C:2]1[CH:7]=[C:6]([O:8][CH2:9][C:10]#[CH:11])[N:5]=[CH:4][N:3]=1.C(=O)([O-])[O-].[K+].[K+].[C:18]1([OH:24])[CH:23]=[CH:22][CH:21]=[CH:20][CH:19]=1.[Cl-].[NH4+]. Product: [O:24]([C:2]1[CH:7]=[C:6]([O:8][CH2:9][C:10]#[CH:11])[N:5]=[CH:4][N:3]=1)[C:18]1[CH:23]=[CH:22][CH:21]=[CH:20][CH:19]=1. The catalyst class is: 9. (4) Reactant: [CH3:1][C:2]1[C:7]2[NH:8][CH2:9][CH2:10][O:11][C:6]=2[CH:5]=[CH:4][CH:3]=1.[Cl:12][C:13]1[CH:14]=[C:15]([CH:19]=[C:20]([Cl:23])[C:21]=1[OH:22])[C:16](Cl)=[O:17]. Product: [Cl:12][C:13]1[CH:14]=[C:15]([C:16]([N:8]2[C:7]3[C:2]([CH3:1])=[CH:3][CH:4]=[CH:5][C:6]=3[O:11][CH2:10][CH2:9]2)=[O:17])[CH:19]=[C:20]([Cl:23])[C:21]=1[OH:22]. The catalyst class is: 13. (5) Reactant: [Cl:1][C:2]1[CH:7]=[C:6]([F:8])[C:5]([N:9]2[CH:13]=[CH:12][CH:11]=[C:10]2[CH:14]=[CH:15][C:16]([O:18][CH3:19])=[O:17])=[C:4]([C:20](=[O:31])[C:21]2[CH:26]=[CH:25][CH:24]=[C:23]([O:27][CH3:28])[C:22]=2[O:29][CH3:30])[CH:3]=1.[BH4-].[Na+].O. Product: [Cl:1][C:2]1[CH:7]=[C:6]([F:8])[C:5]([N:9]2[CH:13]=[CH:12][CH:11]=[C:10]2[CH:14]=[CH:15][C:16]([O:18][CH3:19])=[O:17])=[C:4]([CH:20]([C:21]2[CH:26]=[CH:25][CH:24]=[C:23]([O:27][CH3:28])[C:22]=2[O:29][CH3:30])[OH:31])[CH:3]=1. The catalyst class is: 5. (6) Reactant: [CH2:1]([N:8]([CH2:16][C:17]1[CH:22]=[CH:21][CH:20]=[CH:19][CH:18]=1)[C@@H:9]1[CH2:14][CH2:13][CH2:12][C:11](=[O:15])[CH2:10]1)[C:2]1[CH:7]=[CH:6][CH:5]=[CH:4][CH:3]=1.[CH3:23][Mg]Br.[Cl-].[NH4+]. Product: [CH2:16]([N:8]([CH2:1][C:2]1[CH:3]=[CH:4][CH:5]=[CH:6][CH:7]=1)[C@@H:9]1[CH2:14][CH2:13][CH2:12][C:11]([CH3:23])([OH:15])[CH2:10]1)[C:17]1[CH:22]=[CH:21][CH:20]=[CH:19][CH:18]=1. The catalyst class is: 27. (7) Reactant: [Br:1]Br.[CH3:3][C:4]1[N:9]=[C:8]([OH:10])[CH:7]=[C:6]([CH3:11])[N:5]=1.S([O-])([O-])=O.[Na+].[Na+]. Product: [Br:1][C:7]1[C:8]([OH:10])=[N:9][C:4]([CH3:3])=[N:5][C:6]=1[CH3:11]. The catalyst class is: 22.